From a dataset of Forward reaction prediction with 1.9M reactions from USPTO patents (1976-2016). Predict the product of the given reaction. (1) Given the reactants [Cl:1][C:2]1[CH:7]=[CH:6][C:5]([Mg]I)=[CH:4][CH:3]=1.[CH3:10][O:11][C:12](=[O:30])[CH:13]1[CH2:18][CH2:17][CH2:16][CH2:15][N:14]1[CH2:19][CH2:20][C:21]([C:23]1[CH:28]=[CH:27][C:26]([F:29])=[CH:25][CH:24]=1)=[O:22], predict the reaction product. The product is: [CH3:10][O:11][C:12](=[O:30])[CH:13]1[CH2:18][CH2:17][CH2:16][CH2:15][N:14]1[CH2:19][CH2:20][C:21]([C:5]1[CH:6]=[CH:7][C:2]([Cl:1])=[CH:3][CH:4]=1)([C:23]1[CH:24]=[CH:25][C:26]([F:29])=[CH:27][CH:28]=1)[OH:22]. (2) Given the reactants [CH2:1]([C@@H:3]1[N:8]([C:9]2[CH:10]=[N:11][C:12]([N+:15]([O-])=O)=[CH:13][CH:14]=2)[CH2:7][CH2:6][N:5]([C:18]([O:20][C:21]([CH3:24])([CH3:23])[CH3:22])=[O:19])[CH2:4]1)[CH3:2], predict the reaction product. The product is: [NH2:15][C:12]1[N:11]=[CH:10][C:9]([N:8]2[CH2:7][CH2:6][N:5]([C:18]([O:20][C:21]([CH3:23])([CH3:22])[CH3:24])=[O:19])[CH2:4][C@@H:3]2[CH2:1][CH3:2])=[CH:14][CH:13]=1. (3) Given the reactants C(OC([N:8]1[CH2:12][CH2:11][C:10]2([CH2:16][CH2:15][N:14]([C:17]3[CH:18]=[N:19][C:20]([O:26][C:27]4[CH:32]=[CH:31][C:30]([O:33][C:34]5[CH:39]=[CH:38][CH:37]=[C:36]([F:40])[CH:35]=5)=[CH:29][CH:28]=4)=[C:21]([C:23](=[O:25])[NH2:24])[CH:22]=3)[CH2:13]2)[CH2:9]1)=O)(C)(C)C.Cl, predict the reaction product. The product is: [CH2:13]1[C:10]2([CH2:11][CH2:12][NH:8][CH2:9]2)[CH2:16][CH2:15][N:14]1[C:17]1[CH:18]=[N:19][C:20]([O:26][C:27]2[CH:28]=[CH:29][C:30]([O:33][C:34]3[CH:39]=[CH:38][CH:37]=[C:36]([F:40])[CH:35]=3)=[CH:31][CH:32]=2)=[C:21]([CH:22]=1)[C:23]([NH2:24])=[O:25]. (4) Given the reactants [Br:1][C:2]1[N:7]=[CH:6][C:5]2[C:8](I)=[N:9][N:10]([CH:11]([CH3:13])[CH3:12])[C:4]=2[CH:3]=1.C1(P(C2C=CC=CC=2)C2C3OC4C(=CC=CC=4P(C4C=CC=CC=4)C4C=CC=CC=4)C(C)(C)C=3C=CC=2)C=CC=CC=1.Cl.[CH3:58][N:59]([CH3:66])[C:60]([CH:62]1[CH2:65][NH:64][CH2:63]1)=[O:61].C(=O)([O-])[O-].[Cs+].[Cs+], predict the reaction product. The product is: [Br:1][C:2]1[N:7]=[CH:6][C:5]2[C:8]([N:64]3[CH2:65][CH:62]([C:60]([N:59]([CH3:66])[CH3:58])=[O:61])[CH2:63]3)=[N:9][N:10]([CH:11]([CH3:13])[CH3:12])[C:4]=2[CH:3]=1. (5) Given the reactants Cl[CH2:2][C:3]1[C:4]([S:9][CH2:10][CH:11]2[CH2:13][CH2:12]2)=[N:5][CH:6]=[CH:7][CH:8]=1.C[O:15][C:16]([CH:18]1[CH2:20][CH:19]1[C:21]1[CH:26]=[CH:25][C:24]([OH:27])=[C:23]([F:28])[CH:22]=1)=[O:17], predict the reaction product. The product is: [CH:11]1([CH2:10][S:9][C:4]2[C:3]([CH2:2][O:27][C:24]3[CH:25]=[CH:26][C:21]([CH:19]4[CH2:20][CH:18]4[C:16]([OH:17])=[O:15])=[CH:22][C:23]=3[F:28])=[CH:8][CH:7]=[CH:6][N:5]=2)[CH2:13][CH2:12]1. (6) Given the reactants C([O:3][C:4](=[O:19])[CH2:5][C:6]1[N:7]=[C:8]([C:12]2[CH:17]=[CH:16][C:15]([F:18])=[CH:14][CH:13]=2)[O:9][C:10]=1[CH3:11])C.[OH-].[Na+], predict the reaction product. The product is: [F:18][C:15]1[CH:14]=[CH:13][C:12]([C:8]2[O:9][C:10]([CH3:11])=[C:6]([CH2:5][C:4]([OH:19])=[O:3])[N:7]=2)=[CH:17][CH:16]=1. (7) Given the reactants N(OCCC(C)C)=O.N[C:10]1[C:15]([C:16]#[N:17])=[C:14]([C:18]2[CH:23]=[CH:22][CH:21]=[CH:20][CH:19]=2)[C:13]([C:24]#[N:25])=[C:12]([S:26][C:27]2[CH:32]=[CH:31][CH:30]=[CH:29][CH:28]=2)[N:11]=1.[ClH:33], predict the reaction product. The product is: [Cl:33][C:10]1[C:15]([C:16]#[N:17])=[C:14]([C:18]2[CH:23]=[CH:22][CH:21]=[CH:20][CH:19]=2)[C:13]([C:24]#[N:25])=[C:12]([S:26][C:27]2[CH:32]=[CH:31][CH:30]=[CH:29][CH:28]=2)[N:11]=1.